Task: Predict the reaction yield, written as a fraction of the theoretical maximum amount of product (1.0 means a 100% yield; for example, 0.34 means a 34% yield).. Dataset: Reaction yield outcomes from USPTO patents with 853,638 reactions The reactants are [CH3:1][C:2]1([CH3:21])[C:6]([CH3:8])([CH3:7])[O:5][B:4]([C:9]2[CH:14]=[CH:13][C:12]([NH:15][S:16]([CH:19]=[CH2:20])(=[O:18])=[O:17])=[CH:11][CH:10]=2)[O:3]1.[CH2:22]([NH:24][CH2:25][CH3:26])[CH3:23].C(OCC)(=O)C.ClCCl. The catalyst is CO. The product is [CH3:8][C:6]1([CH3:7])[C:2]([CH3:21])([CH3:1])[O:3][B:4]([C:9]2[CH:10]=[CH:11][C:12]([NH:15][S:16]([CH2:19][CH2:20][N:24]([CH2:25][CH3:26])[CH2:22][CH3:23])(=[O:18])=[O:17])=[CH:13][CH:14]=2)[O:5]1. The yield is 0.560.